Dataset: Catalyst prediction with 721,799 reactions and 888 catalyst types from USPTO. Task: Predict which catalyst facilitates the given reaction. (1) The catalyst class is: 8. Product: [CH2:13]([O:20][C:21]1[CH:22]=[CH:23][C:24]([N:27]2[C:2]3=[N:3][CH:4]=[CH:5][CH:6]=[C:7]3[C:8]([CH2:9][CH3:10])=[N:28]2)=[CH:25][CH:26]=1)[C:14]1[CH:15]=[CH:16][CH:17]=[CH:18][CH:19]=1. Reactant: Cl[C:2]1[C:7]([C:8](=O)[CH2:9][CH3:10])=[CH:6][CH:5]=[CH:4][N:3]=1.Cl.[CH2:13]([O:20][C:21]1[CH:26]=[CH:25][C:24]([NH:27][NH2:28])=[CH:23][CH:22]=1)[C:14]1[CH:19]=[CH:18][CH:17]=[CH:16][CH:15]=1. (2) Product: [OH:8][C:9]1[CH:10]=[CH:11][C:12]([C@H:15]([NH:17][C:18](=[O:31])[CH2:19][O:20][C:21]2[CH:26]=[CH:25][C:24]([C:27]([F:30])([F:28])[F:29])=[CH:23][CH:22]=2)[CH3:16])=[N:13][CH:14]=1. The catalyst class is: 105. Reactant: C([O:8][C:9]1[CH:10]=[CH:11][C:12]([C@H:15]([NH:17][C:18](=[O:31])[CH2:19][O:20][C:21]2[CH:26]=[CH:25][C:24]([C:27]([F:30])([F:29])[F:28])=[CH:23][CH:22]=2)[CH3:16])=[N:13][CH:14]=1)C1C=CC=CC=1.